From a dataset of Full USPTO retrosynthesis dataset with 1.9M reactions from patents (1976-2016). Predict the reactants needed to synthesize the given product. (1) Given the product [F:21][C:18]1[CH:17]=[CH:16][C:15]([C:14]2[C:13]([C:22]3[CH:23]=[CH:24][N:25]=[CH:26][CH:27]=3)=[N:12][C:29](=[S:31])[N:30]=2)=[CH:20][CH:19]=1, predict the reactants needed to synthesize it. The reactants are: CC1C=CC(S(O[N:12]=[C:13]([C:22]2[CH:27]=[CH:26][N:25]=[CH:24][CH:23]=2)[CH2:14][C:15]2[CH:20]=[CH:19][C:18]([F:21])=[CH:17][CH:16]=2)(=O)=O)=CC=1.[Na].[C:29]([S-:31])#[N:30].[K+].C([O-])(O)=O.[Na+]. (2) Given the product [CH:1]1([CH:7]([NH:19][C:20]2[CH:28]=[CH:27][C:23]([C:64]([N:63]([CH3:66])[CH2:62][CH2:32][C:33]([O:35][CH2:36][CH3:37])=[O:34])=[O:65])=[CH:22][CH:21]=2)[C:8]2[O:9][C:10]3[CH:17]=[CH:16][C:15]([F:18])=[CH:14][C:11]=3[C:12]=2[CH3:13])[CH2:2][CH2:3][CH2:4][CH2:5][CH2:6]1, predict the reactants needed to synthesize it. The reactants are: [CH:1]1([CH:7]([NH:19][C:20]2[CH:28]=[CH:27][C:23](C(O)=O)=[CH:22][CH:21]=2)[C:8]2[O:9][C:10]3[CH:17]=[CH:16][C:15]([F:18])=[CH:14][C:11]=3[C:12]=2[CH3:13])[CH2:6][CH2:5][CH2:4][CH2:3][CH2:2]1.CNC[CH2:32][C:33]([O:35][CH2:36][CH3:37])=[O:34].O.ON1C2C=CC=CC=2N=N1.Cl.C(N=C=NCCCN(C)C)C.Cl.[CH3:62][N:63]([CH3:66])[CH:64]=[O:65]. (3) Given the product [C:14]1([C:11]2([NH:20][C:21](=[O:23])[CH3:22])[CH2:12][CH2:13][NH:8][CH2:9][CH2:10]2)[CH:15]=[CH:16][CH:17]=[CH:18][CH:19]=1, predict the reactants needed to synthesize it. The reactants are: C([N:8]1[CH2:13][CH2:12][C:11]([NH:20][C:21](=[O:23])[CH3:22])([C:14]2[CH:19]=[CH:18][CH:17]=[CH:16][CH:15]=2)[CH2:10][CH2:9]1)C1C=CC=CC=1. (4) Given the product [Cl:39][C:9]1[CH:8]=[C:7]([N:6]=[C:44]=[S:45])[CH:12]=[C:11]([C:13]([F:15])([F:16])[F:14])[C:10]=1[C:17]1[CH:18]=[CH:19][C:20]([S:23]([N:26]2[CH2:31][CH2:30][N:29]([C:32]([O:34][C:35]([CH3:36])([CH3:38])[CH3:37])=[O:33])[CH2:28][CH2:27]2)(=[O:25])=[O:24])=[CH:21][CH:22]=1, predict the reactants needed to synthesize it. The reactants are: C(=O)([O-])[O-].[Ca+2].[NH2:6][C:7]1[CH:12]=[C:11]([C:13]([F:16])([F:15])[F:14])[C:10]([C:17]2[CH:22]=[CH:21][C:20]([S:23]([N:26]3[CH2:31][CH2:30][N:29]([C:32]([O:34][C:35]([CH3:38])([CH3:37])[CH3:36])=[O:33])[CH2:28][CH2:27]3)(=[O:25])=[O:24])=[CH:19][CH:18]=2)=[C:9]([Cl:39])[CH:8]=1.ClCCl.O.[C:44](Cl)(Cl)=[S:45].Cl. (5) Given the product [Cl:8][C:9]1[CH:10]=[CH:11][C:12]([C:15]2[N:19]=[C:18]([C@@H:20]([NH2:22])[CH3:21])[O:17][N:16]=2)=[CH:13][CH:14]=1, predict the reactants needed to synthesize it. The reactants are: FC(F)(F)C(O)=O.[Cl:8][C:9]1[CH:14]=[CH:13][C:12]([C:15]2[N:19]=[C:18]([C@@H:20]([NH:22]C(=O)OC(C)(C)C)[CH3:21])[O:17][N:16]=2)=[CH:11][CH:10]=1. (6) Given the product [N:8]1[C:9]2[C:14](=[CH:13][CH:12]=[CH:11][CH:10]=2)[CH:15]=[C:6]([C:4]2[C:3]3[CH:16]=[CH:17][CH:18]=[CH:19][C:2]=3[NH:23][CH2:20][CH2:21][N:22]=2)[CH:7]=1, predict the reactants needed to synthesize it. The reactants are: Br[C:2]1[CH:19]=[CH:18][CH:17]=[CH:16][C:3]=1[C:4]([C:6]1[CH:7]=[N:8][C:9]2[C:14]([CH:15]=1)=[CH:13][CH:12]=[CH:11][CH:10]=2)=O.[CH2:20]([NH2:23])[CH2:21][NH2:22].